Dataset: Catalyst prediction with 721,799 reactions and 888 catalyst types from USPTO. Task: Predict which catalyst facilitates the given reaction. (1) Product: [CH3:1][C:2]1[CH:3]=[C:4]([CH:24]=[CH:25][C:26]=1[CH3:27])[CH2:5][N:6]1[CH2:10][CH:9]([CH2:11][CH2:12][O:13][S:40]([C:37]2[CH:38]=[CH:39][C:34]([CH3:54])=[CH:35][CH:36]=2)(=[O:42])=[O:41])[N:8]([CH2:14][C:15]2[CH:20]=[CH:19][C:18]([O:21][CH3:22])=[CH:17][CH:16]=2)[C:7]1=[O:23]. Reactant: [CH3:1][C:2]1[CH:3]=[C:4]([CH:24]=[CH:25][C:26]=1[CH3:27])[CH2:5][N:6]1[CH2:10][CH:9]([CH2:11][CH2:12][OH:13])[N:8]([CH2:14][C:15]2[CH:20]=[CH:19][C:18]([O:21][CH3:22])=[CH:17][CH:16]=2)[C:7]1=[O:23].N1C=CC=CC=1.[C:34]1([CH3:54])[CH:39]=[CH:38][C:37]([S:40](O[S:40]([C:37]2[CH:38]=[CH:39][C:34]([CH3:54])=[CH:35][CH:36]=2)(=[O:42])=[O:41])(=[O:42])=[O:41])=[CH:36][CH:35]=1.N#N. The catalyst class is: 2. (2) Reactant: [CH3:1][C:2]1[CH:7]=[CH:6][N:5]=[CH:4][C:3]=1[N:8]1[CH2:12][CH2:11][NH:10][C:9]1=[O:13].[CH3:14][O:15][C:16](=[O:25])[C:17]1[CH:22]=[C:21](Br)[CH:20]=[CH:19][C:18]=1[F:24].N[C@@H]1CCCC[C@H]1N.P([O-])([O-])([O-])=O.[K+].[K+].[K+]. Product: [CH3:14][O:15][C:16](=[O:25])[C:17]1[CH:22]=[C:21]([N:10]2[CH2:11][CH2:12][N:8]([C:3]3[CH:4]=[N:5][CH:6]=[CH:7][C:2]=3[CH3:1])[C:9]2=[O:13])[CH:20]=[CH:19][C:18]=1[F:24]. The catalyst class is: 246. (3) Reactant: [CH2:1]([O:4][C:5]1[C:27]([CH3:28])=[CH:26][C:8]([C:9]([NH:11][NH:12][C:13](=O)[C:14]2[CH:19]=[C:18]([CH3:20])[C:17]([CH2:21][CH:22]([CH3:24])[CH3:23])=[N:16][CH:15]=2)=[O:10])=[CH:7][C:6]=1[CH3:29])[CH:2]=[CH2:3].CC[N+](S(N=C(OC)[O-])(=O)=O)(CC)CC. Product: [CH2:1]([O:4][C:5]1[C:27]([CH3:28])=[CH:26][C:8]([C:9]2[O:10][C:13]([C:14]3[CH:19]=[C:18]([CH3:20])[C:17]([CH2:21][CH:22]([CH3:23])[CH3:24])=[N:16][CH:15]=3)=[N:12][N:11]=2)=[CH:7][C:6]=1[CH3:29])[CH:2]=[CH2:3]. The catalyst class is: 721. (4) Reactant: C([O:4][CH2:5][CH2:6][CH2:7][CH2:8][CH2:9][N:10]1[CH:14]=[C:13]([CH2:15][O:16][C@H:17]2[CH2:21][N:20]([C:22]([O:24][C:25]([CH3:28])([CH3:27])[CH3:26])=[O:23])[C@H:19]([C:29]([O:31][CH3:32])=[O:30])[CH2:18]2)[N:12]=[N:11]1)(=O)C.C([O-])([O-])=O.[K+].[K+]. Product: [OH:4][CH2:5][CH2:6][CH2:7][CH2:8][CH2:9][N:10]1[CH:14]=[C:13]([CH2:15][O:16][C@H:17]2[CH2:21][N:20]([C:22]([O:24][C:25]([CH3:27])([CH3:28])[CH3:26])=[O:23])[C@H:19]([C:29]([O:31][CH3:32])=[O:30])[CH2:18]2)[N:12]=[N:11]1. The catalyst class is: 5. (5) Reactant: [S:1]([OH:27])([O:4][CH2:5][CH:6]1[CH:13]2[CH:9]([O:10]C(C)(C)[O:12]2)[CH:8]([N:16]2[CH:24]=[N:23][C:22]3[C:21](=[O:25])[NH:20][C:19]([NH2:26])=[N:18][C:17]2=3)[O:7]1)(=[O:3])=[O:2]. Product: [S:1]([OH:27])([O:4][CH2:5][C@@H:6]1[C@H:13]([OH:12])[C@H:9]([OH:10])[C@H:8]([N:16]2[CH:24]=[N:23][C:22]3[C:21](=[O:25])[NH:20][C:19]([NH2:26])=[N:18][C:17]2=3)[O:7]1)(=[O:2])=[O:3]. The catalyst class is: 6.